The task is: Predict the reaction yield, written as a fraction of the theoretical maximum amount of product (1.0 means a 100% yield; for example, 0.34 means a 34% yield).. This data is from Reaction yield outcomes from USPTO patents with 853,638 reactions. (1) The reactants are [Cl:1][C:2]1[CH:22]=[CH:21][CH:20]=[C:19]([Cl:23])[C:3]=1[CH2:4][C:5]1[S:6][C:7]2[N:8]=[C:9]([S:17][CH3:18])[N:10]=[C:11]([O:14]CC)[C:12]=2[N:13]=1.O1CCOCC1.Cl. The catalyst is O. The product is [Cl:1][C:2]1[CH:22]=[CH:21][CH:20]=[C:19]([Cl:23])[C:3]=1[CH2:4][C:5]1[S:6][C:7]2[N:8]=[C:9]([S:17][CH3:18])[N:10]=[C:11]([OH:14])[C:12]=2[N:13]=1. The yield is 0.620. (2) The yield is 0.420. The product is [Cl:10][C:7]1[S:6][C:5](=[N:4][C:1](=[O:3])[CH3:2])[N:9]([CH2:16][CH2:15][O:14][CH3:13])[CH:8]=1. The catalyst is C1COCC1.CN(C=O)C.C(OCC)(=O)C. The reactants are [C:1]([NH:4][C:5]1[S:6][C:7]([Cl:10])=[CH:8][N:9]=1)(=[O:3])[CH3:2].[H-].[Na+].[CH3:13][O:14][CH2:15][CH2:16]Br.